From a dataset of Forward reaction prediction with 1.9M reactions from USPTO patents (1976-2016). Predict the product of the given reaction. (1) Given the reactants [CH3:1][O:2][C:3]1[CH:4]=[C:5]2[C:9](=[CH:10][CH:11]=1)[N:8]([CH3:12])[CH:7]=[C:6]2[C:13]1[N:23]([CH2:24][O:25][CH2:26][CH2:27][Si:28]([CH3:31])([CH3:30])[CH3:29])[C:16]2=[N:17][CH:18]=[C:19]([CH2:21][NH2:22])[N:20]=[C:15]2[CH:14]=1.C1N=[CH:35][N:34]([C:37](N2C=NC=C2)=[O:38])[CH:33]=1.CCN(C(C)C)C(C)C.CNC, predict the reaction product. The product is: [CH3:1][O:2][C:3]1[CH:4]=[C:5]2[C:9](=[CH:10][CH:11]=1)[N:8]([CH3:12])[CH:7]=[C:6]2[C:13]1[N:23]([CH2:24][O:25][CH2:26][CH2:27][Si:28]([CH3:30])([CH3:29])[CH3:31])[C:16]2=[N:17][CH:18]=[C:19]([CH2:21][NH:22][C:37](=[O:38])[N:34]([CH3:35])[CH3:33])[N:20]=[C:15]2[CH:14]=1. (2) Given the reactants [F:8][CH:7]([F:9])[C:6](O[C:6](=[O:10])[CH:7]([F:9])[F:8])=[O:10].[NH:12]1[CH2:15][CH:14]([C:16]2[N:21]=[CH:20][C:19]([N:22]([CH3:33])[C:23]3[N:28]=[CH:27][C:26]4[N:29]=[CH:30][N:31]([CH3:32])[C:25]=4[CH:24]=3)=[C:18]([CH2:34][CH3:35])[CH:17]=2)[CH2:13]1, predict the reaction product. The product is: [CH2:34]([C:18]1[C:19]([N:22]([CH3:33])[C:23]2[N:28]=[CH:27][C:26]3[N:29]=[CH:30][N:31]([CH3:32])[C:25]=3[CH:24]=2)=[CH:20][N:21]=[C:16]([CH:14]2[CH2:15][N:12]([C:6](=[O:10])[CH:7]([F:8])[F:9])[CH2:13]2)[CH:17]=1)[CH3:35]. (3) Given the reactants [CH2:1]([O:3][C:4](=[O:42])[CH2:5][NH:6][C:7]([C:9]1[N:10]=[C:11]2[CH:16]=[CH:15][C:14]([NH:17][CH2:18][CH2:19][CH2:20][N:21]3[CH2:26][CH2:25][CH:24]([O:27][CH:28]([C:35]4[CH:40]=[CH:39][CH:38]=[CH:37][CH:36]=4)[C:29]4[CH:34]=[CH:33][CH:32]=[CH:31][CH:30]=4)[CH2:23][CH2:22]3)=[N:13][N:12]2[CH:41]=1)=[O:8])[CH3:2].[ClH:43], predict the reaction product. The product is: [ClH:43].[ClH:43].[CH2:1]([O:3][C:4](=[O:42])[CH2:5][NH:6][C:7]([C:9]1[N:10]=[C:11]2[CH:16]=[CH:15][C:14]([NH:17][CH2:18][CH2:19][CH2:20][N:21]3[CH2:22][CH2:23][CH:24]([O:27][CH:28]([C:29]4[CH:30]=[CH:31][CH:32]=[CH:33][CH:34]=4)[C:35]4[CH:40]=[CH:39][CH:38]=[CH:37][CH:36]=4)[CH2:25][CH2:26]3)=[N:13][N:12]2[CH:41]=1)=[O:8])[CH3:2]. (4) The product is: [C:1]([O:5][C:6](=[O:40])[CH2:7][N:8]1[C:14]2[CH:15]=[CH:16][CH:17]=[CH:18][C:13]=2[CH2:12][CH2:11][C@H:10]([NH:19][C:20]([C:22]2([CH2:27][CH:45]([CH2:44][C:43]([NH:8][CH:14]([CH3:15])[CH3:13])=[O:79])[C:46]([O:48][CH2:49][CH3:54])=[O:47])[CH2:23][CH2:24][CH2:25][CH2:26]2)=[O:21])[C:9]1=[O:39])([CH3:4])([CH3:3])[CH3:2]. Given the reactants [C:1]([O:5][C:6](=[O:40])[CH2:7][N:8]1[C:14]2[CH:15]=[CH:16][CH:17]=[CH:18][C:13]=2[CH2:12][CH2:11][C@H:10]([NH:19][C:20]([C:22]2([CH2:27]CC(C(OCC)=O)CC(O)=O)[CH2:26][CH2:25][CH2:24][CH2:23]2)=[O:21])[C:9]1=[O:39])([CH3:4])([CH3:3])[CH3:2].C[C@@H]1[O:47][C@@H:46]([O:48][C@@H:49]2[C:54]3=C(O)C4C(=O)C5C(=CC=CC=5OC)C(=O)C=4C(O)=C3C[C@@](O)(C(CO)=O)C2)[CH2:45][C@H:44](N)[C@@H:43]1[OH:79].Cl, predict the reaction product. (5) Given the reactants [NH2:1][C:2]1[N:6]([C:7]2[CH:16]=[CH:15][C:10]3[N:11]=[C:12]([CH3:14])[NH:13][C:9]=3[CH:8]=2)[N:5]=[CH:4][C:3]=1[C:17]([C:19]1[N:20]([S:29]([C:32]2[CH:37]=[CH:36][C:35]([CH3:38])=[CH:34][CH:33]=2)(=[O:31])=[O:30])[C:21]2[C:26]([CH:27]=1)=[CH:25][CH:24]=[C:23](Br)[CH:22]=2)=[O:18].[I-:39].[Na+].CN[C@@H]1CCCC[C@H]1NC.N, predict the reaction product. The product is: [NH2:1][C:2]1[N:6]([C:7]2[CH:16]=[CH:15][C:10]3[NH:11][C:12]([CH3:14])=[N:13][C:9]=3[CH:8]=2)[N:5]=[CH:4][C:3]=1[C:17]([C:19]1[N:20]([S:29]([C:32]2[CH:37]=[CH:36][C:35]([CH3:38])=[CH:34][CH:33]=2)(=[O:31])=[O:30])[C:21]2[C:26]([CH:27]=1)=[CH:25][CH:24]=[C:23]([I:39])[CH:22]=2)=[O:18]. (6) Given the reactants CC(P(C(C)(C)C)C1C(C2C=CC=CC=2)=CC=CC=1)(C)C.[C:22]1([C:28]#[C:29][P:30](=[O:35])([OH:34])[O:31][CH2:32][CH3:33])[CH:27]=[CH:26][CH:25]=[CH:24][CH:23]=1.[C:36]([C:38]1[CH:43]=[CH:42][C:41]([CH3:44])=[CH:40][CH:39]=1)#[CH:37], predict the reaction product. The product is: [CH2:32]([O:31][P:30]1(=[O:34])[CH:29]=[C:28]([C:22]2[CH:23]=[CH:24][CH:25]=[CH:26][CH:27]=2)[CH:37]=[C:36]([C:38]2[CH:43]=[CH:42][C:41]([CH3:44])=[CH:40][CH:39]=2)[O:35]1)[CH3:33].